From a dataset of Forward reaction prediction with 1.9M reactions from USPTO patents (1976-2016). Predict the product of the given reaction. (1) Given the reactants O=[CH:2][CH2:3][C:4]1[C:12]2[C:7](=[CH:8][CH:9]=[C:10]([C:13]#[N:14])[CH:11]=2)[NH:6][CH:5]=1.[N:15]1([C:21]2[CH:26]=[CH:25][C:24]([N:27]3[CH:32]=[CH:31][CH:30]=[CH:29][C:28]3=[O:33])=[CH:23][CH:22]=2)[CH2:20][CH2:19][NH:18][CH2:17][CH2:16]1.C([BH3-])#N.[Na+].C(O)(=O)C, predict the reaction product. The product is: [O:33]=[C:28]1[CH:29]=[CH:30][CH:31]=[CH:32][N:27]1[C:24]1[CH:23]=[CH:22][C:21]([N:15]2[CH2:16][CH2:17][N:18]([CH2:2][CH2:3][C:4]3[C:12]4[C:7](=[CH:8][CH:9]=[C:10]([C:13]#[N:14])[CH:11]=4)[NH:6][CH:5]=3)[CH2:19][CH2:20]2)=[CH:26][CH:25]=1. (2) Given the reactants [Cl-].[CH3:2][O:3][CH2:4][P+](C1C=CC=CC=1)(C1C=CC=CC=1)C1C=CC=CC=1.CC(C)([O-])C.[K+].[CH2:30]([O:32][C:33]1[CH:38]=[CH:37][C:36]([CH:39]2[CH2:44][CH2:43][C:42](=O)[CH2:41][CH2:40]2)=[C:35]([F:46])[C:34]=1[F:47])[CH3:31].O, predict the reaction product. The product is: [CH2:30]([O:32][C:33]1[CH:38]=[CH:37][C:36]([CH:39]2[CH2:44][CH2:43][C:42](=[CH:2][O:3][CH3:4])[CH2:41][CH2:40]2)=[C:35]([F:46])[C:34]=1[F:47])[CH3:31]. (3) Given the reactants Cl[C:2]1[CH:7]=[C:6]([O:8][C:9]2[CH:14]=[CH:13][C:12]([N+:15]([O-:17])=[O:16])=[CH:11][CH:10]=2)[N:5]=[CH:4][N:3]=1.[C:18](=[O:25])([O:20][C:21]([CH3:24])([CH3:23])[CH3:22])[NH2:19].C(=O)([O-])[O-].[Cs+].[Cs+].CC1(C)C2C(=C(P(C3C=CC=CC=3)C3C=CC=CC=3)C=CC=2)OC2C(P(C3C=CC=CC=3)C3C=CC=CC=3)=CC=CC1=2, predict the reaction product. The product is: [N+:15]([C:12]1[CH:13]=[CH:14][C:9]([O:8][C:6]2[N:5]=[CH:4][N:3]=[C:2]([NH:19][C:18](=[O:25])[O:20][C:21]([CH3:24])([CH3:23])[CH3:22])[CH:7]=2)=[CH:10][CH:11]=1)([O-:17])=[O:16]. (4) Given the reactants [CH3:1][N:2]([CH3:39])[CH2:3][CH2:4][O:5][C:6]([C:8]1[CH:9]=[C:10]([CH:36]=[CH:37][CH:38]=1)[CH2:11][N:12]1[C:16](=[O:17])[C:15]2([CH2:22][CH2:21][N:20](C(OC(C)(C)C)=O)[CH2:19][CH2:18]2)[N:14]([C:30]2[CH:35]=[CH:34][CH:33]=[CH:32][CH:31]=2)[CH2:13]1)=[O:7].Cl, predict the reaction product. The product is: [O:17]=[C:16]1[C:15]2([CH2:18][CH2:19][NH:20][CH2:21][CH2:22]2)[N:14]([C:30]2[CH:31]=[CH:32][CH:33]=[CH:34][CH:35]=2)[CH2:13][N:12]1[CH2:11][C:10]1[CH:9]=[C:8]([CH:38]=[CH:37][CH:36]=1)[C:6]([O:5][CH2:4][CH2:3][N:2]([CH3:39])[CH3:1])=[O:7]. (5) The product is: [OH:15][C:10]1(/[CH:16]=[CH:17]/[C:18]2[CH:23]=[CH:22][CH:21]=[CH:20][C:19]=2[CH3:24])[C:11]([CH3:14])([CH3:13])[CH2:12][C:4](=[O:3])[CH:8]=[C:9]1[CH3:25]. Given the reactants CC1C(C)O[C:4]2([CH2:12][C:11]([CH3:14])([CH3:13])[C:10](/[CH:16]=[CH:17]/[C:18]3[CH:23]=[CH:22][CH:21]=[CH:20][C:19]=3[CH3:24])([OH:15])[C:9]([CH3:25])=[CH:8]2)[O:3]1.O, predict the reaction product. (6) Given the reactants N1C=CC=CC=1.[NH2:7][C@@H:8]([C:14]([OH:16])=[O:15])[CH2:9][CH2:10][C:11]([OH:13])=[O:12].C[Si](Cl)(C)C.[C:22](Cl)(=[O:38])[CH2:23][CH2:24][CH2:25][CH2:26][CH2:27][CH2:28][CH2:29][CH2:30][CH2:31][CH2:32][CH2:33][CH2:34][CH2:35][CH2:36][CH3:37], predict the reaction product. The product is: [C:22]([NH:7][C@@H:8]([C:14]([OH:16])=[O:15])[CH2:9][CH2:10][C:11]([OH:13])=[O:12])(=[O:38])[CH2:23][CH2:24][CH2:25][CH2:26][CH2:27][CH2:28][CH2:29][CH2:30][CH2:31][CH2:32][CH2:33][CH2:34][CH2:35][CH2:36][CH3:37]. (7) Given the reactants [CH3:1][C:2]1([CH3:10])[CH2:7][C:6](=[O:8])[CH2:5][C:4](=[O:9])[CH2:3]1.CO[CH:13](OC)[N:14]([CH3:16])[CH3:15], predict the reaction product. The product is: [CH3:13][N:14]([CH:16]=[C:5]1[C:6](=[O:8])[CH2:7][C:2]([CH3:10])([CH3:1])[CH2:3][C:4]1=[O:9])[CH3:15].